This data is from Catalyst prediction with 721,799 reactions and 888 catalyst types from USPTO. The task is: Predict which catalyst facilitates the given reaction. The catalyst class is: 110. Product: [CH3:24][N:23]1[C:22]([C:2]2[CH:7]=[CH:6][C:5]([S:8]([N:11]3[CH2:16][CH2:15][CH2:14][CH2:13][CH2:12]3)(=[O:10])=[O:9])=[CH:4][CH:3]=2)=[CH:21][CH:20]=[C:19]1[C:17]#[N:18]. Reactant: Br[C:2]1[CH:7]=[CH:6][C:5]([S:8]([N:11]2[CH2:16][CH2:15][CH2:14][CH2:13][CH2:12]2)(=[O:10])=[O:9])=[CH:4][CH:3]=1.[C:17]([C:19]1[N:23]([CH3:24])[C:22](B(O)O)=[CH:21][CH:20]=1)#[N:18].[F-].[K+].C(P(C(C)(C)C)C(C)(C)C)(C)(C)C.